This data is from Reaction yield outcomes from USPTO patents with 853,638 reactions. The task is: Predict the reaction yield, written as a fraction of the theoretical maximum amount of product (1.0 means a 100% yield; for example, 0.34 means a 34% yield). (1) The catalyst is CC(N(C)C)=O. The reactants are [CH3:1][O:2][C:3]1[CH:31]=[C:30]([O:32][CH3:33])[CH:29]=[CH:28][C:4]=1[CH2:5][N:6]1[C:14](=[O:15])[C:13]2[C:12]([NH:16][C:17]3[CH:18]=[C:19]([CH3:23])[CH:20]=[CH:21][CH:22]=3)=[N:11][C:10](S(C)(=O)=O)=[N:9][C:8]=2[CH2:7]1.[NH2:34][CH2:35][CH2:36][NH:37][C:38](=[O:44])[O:39][C:40]([CH3:43])([CH3:42])[CH3:41].CCN(CC)CC.Cl. The product is [CH3:1][O:2][C:3]1[CH:31]=[C:30]([O:32][CH3:33])[CH:29]=[CH:28][C:4]=1[CH2:5][N:6]1[C:14](=[O:15])[C:13]2[C:12]([NH:16][C:17]3[CH:18]=[C:19]([CH3:23])[CH:20]=[CH:21][CH:22]=3)=[N:11][C:10]([NH:34][CH2:35][CH2:36][NH:37][C:38](=[O:44])[O:39][C:40]([CH3:42])([CH3:41])[CH3:43])=[N:9][C:8]=2[CH2:7]1. The yield is 0.670. (2) The reactants are C([O:5][C:6]([C:8]1[CH:12]=[C:11]([F:13])[S:10][C:9]=1[C:14]1[CH:19]=[CH:18][C:17]([C:20]2[CH:25]=[CH:24][C:23]([C:26]3([C:29]([O:31][CH2:32][CH3:33])=[O:30])[CH2:28][CH2:27]3)=[CH:22][CH:21]=2)=[C:16]([O:34][CH3:35])[CH:15]=1)=[O:7])(C)(C)C.FC(F)(F)C(O)=O. The catalyst is C(Cl)Cl. The product is [CH2:32]([O:31][C:29]([C:26]1([C:23]2[CH:24]=[CH:25][C:20]([C:17]3[CH:18]=[CH:19][C:14]([C:9]4[S:10][C:11]([F:13])=[CH:12][C:8]=4[C:6]([OH:7])=[O:5])=[CH:15][C:16]=3[O:34][CH3:35])=[CH:21][CH:22]=2)[CH2:27][CH2:28]1)=[O:30])[CH3:33]. The yield is 1.00. (3) The reactants are Br[C:2]1[CH:7]=[CH:6][CH:5]=[CH:4][C:3]=1[Br:8].[CH:9]1([NH2:13])[CH2:12][CH2:11][CH2:10]1.C([O-])([O-])=O.[Cs+].[Cs+].C1(P(C2C=CC=CC=2)C2C3OC4C(=CC=CC=4P(C4C=CC=CC=4)C4C=CC=CC=4)C(C)(C)C=3C=CC=2)C=CC=CC=1. The catalyst is O1CCOCC1.C1C=CC(/C=C/C(/C=C/C2C=CC=CC=2)=O)=CC=1.C1C=CC(/C=C/C(/C=C/C2C=CC=CC=2)=O)=CC=1.C1C=CC(/C=C/C(/C=C/C2C=CC=CC=2)=O)=CC=1.[Pd].[Pd]. The product is [Br:8][C:3]1[CH:4]=[CH:5][CH:6]=[CH:7][C:2]=1[NH:13][CH:9]1[CH2:12][CH2:11][CH2:10]1. The yield is 0.470. (4) The reactants are [CH2:1]([Zn]CC)C.ClCI.C[O:10][C:11](=[O:22])[CH2:12][C:13]1[CH:18]=[CH:17][CH:16]=[CH:15][C:14]=1[O:19][CH:20]=[CH2:21].[Cl-].[NH4+].[OH-].[Na+]. The catalyst is ClCCCl.C1COCC1. The product is [CH:20]1([O:19][C:14]2[CH:15]=[CH:16][CH:17]=[CH:18][C:13]=2[CH2:12][C:11]([OH:10])=[O:22])[CH2:1][CH2:21]1. The yield is 0.530. (5) The reactants are [CH3:1][O:2][C:3]([NH:5][C@@H:6]([C:10]([CH3:13])([CH3:12])[CH3:11])[C:7]([OH:9])=O)=[O:4].CCN=C=NCCCN(C)C.C1C=CC2N(O)N=NC=2C=1.CN1CCOCC1.[NH2:42][C@@H:43]([CH2:63][C:64]1[CH:69]=[CH:68][CH:67]=[CH:66][CH:65]=1)[C@@H:44]([OH:62])[CH2:45][C@@H:46]([NH:54][C:55](=[O:61])[O:56][C:57]([CH3:60])([CH3:59])[CH3:58])[CH2:47][C:48]1[CH:53]=[CH:52][CH:51]=[CH:50][CH:49]=1. The catalyst is CN(C=O)C. The product is [CH2:63]([C@H:43]([NH:42][C:7]([C@@H:6]([NH:5][C:3](=[O:4])[O:2][CH3:1])[C:10]([CH3:13])([CH3:12])[CH3:11])=[O:9])[C@@H:44]([OH:62])[CH2:45][C@@H:46]([NH:54][C:55]([O:56][C:57]([CH3:58])([CH3:59])[CH3:60])=[O:61])[CH2:47][C:48]1[CH:49]=[CH:50][CH:51]=[CH:52][CH:53]=1)[C:64]1[CH:65]=[CH:66][CH:67]=[CH:68][CH:69]=1. The yield is 0.770.